Predict the reactants needed to synthesize the given product. From a dataset of Full USPTO retrosynthesis dataset with 1.9M reactions from patents (1976-2016). Given the product [C:1]([O:5][C:6]([NH:8][C@H:9]1[C@@H:13]([CH2:14][F:15])[CH2:12][NH:11][CH2:10]1)=[O:7])([CH3:4])([CH3:3])[CH3:2], predict the reactants needed to synthesize it. The reactants are: [C:1]([O:5][C:6]([NH:8][C@H:9]1[C@@H:13]([CH2:14][F:15])[CH2:12][N:11]([C@@H](C2C=CC=CC=2)C)[CH2:10]1)=[O:7])([CH3:4])([CH3:3])[CH3:2].